From a dataset of hERG Central: cardiac toxicity at 1µM, 10µM, and general inhibition. Predict hERG channel inhibition at various concentrations. (1) The molecule is CCC1CCCCN1CC(=O)Nc1cc(C)nn1-c1nc(C)cc(C)n1. Results: hERG_inhib (hERG inhibition (general)): blocker. (2) The compound is CCOc1ccccc1N1CCN(Cc2ccc(OC)c(OC)c2OC)CC1. Results: hERG_inhib (hERG inhibition (general)): blocker. (3) The drug is CCn1c(=O)c2c(nc3n2CC(C)CN3CCc2ccccc2)n(C)c1=O. Results: hERG_inhib (hERG inhibition (general)): blocker. (4) The molecule is Cc1nc(N2CCN(c3ccccn3)CC2)c2c(C)c(C(=O)Nc3ccc(F)cc3)sc2n1. Results: hERG_inhib (hERG inhibition (general)): blocker. (5) The drug is O=C(CN1CCOCC1)N/N=C/c1ccc(-c2cccc(Cl)c2Cl)o1. Results: hERG_inhib (hERG inhibition (general)): blocker. (6) The drug is CCCCNc1c(-c2ccc(-c3ccc(C(C)=O)cc3)c(OC)c2)nc2cnccn12.O=C(O)C(F)(F)F. Results: hERG_inhib (hERG inhibition (general)): blocker. (7) The drug is COc1ccc(C2C=C(c3cccs3)Nc3nc(CCCO)nn32)cc1. Results: hERG_inhib (hERG inhibition (general)): blocker.